From a dataset of Reaction yield outcomes from USPTO patents with 853,638 reactions. Predict the reaction yield, written as a fraction of the theoretical maximum amount of product (1.0 means a 100% yield; for example, 0.34 means a 34% yield). (1) The reactants are [Cl:1][C:2]1[CH:7]=[C:6]([CH2:8][OH:9])[C:5]([O:10][CH3:11])=[CH:4][C:3]=1[OH:12].Br[CH2:14][C:15]([O:17][CH2:18][CH3:19])=[O:16].C(=O)([O-])[O-].[K+].[K+]. The catalyst is C(#N)C. The product is [Cl:1][C:2]1[CH:7]=[C:6]([CH2:8][OH:9])[C:5]([O:10][CH3:11])=[CH:4][C:3]=1[O:12][CH2:14][C:15]([O:17][CH2:18][CH3:19])=[O:16]. The yield is 0.850. (2) The reactants are [Br:1][C:2]1[CH:3]=[C:4]([CH:20]=[CH:21][CH:22]=1)[CH2:5][N:6]1[C:14]2[C:13](=[O:15])[N:12]([CH3:16])[C:11](=[O:17])[N:10]([CH3:18])[C:9]=2[N:8]=[C:7]1[SH:19].[OH-].[K+].Br[CH2:26][CH2:27][O:28][CH2:29][CH3:30]. The catalyst is C(O)C. The product is [Br:1][C:2]1[CH:3]=[C:4]([CH:20]=[CH:21][CH:22]=1)[CH2:5][N:6]1[C:14]2[C:13](=[O:15])[N:12]([CH3:16])[C:11](=[O:17])[N:10]([CH3:18])[C:9]=2[N:8]=[C:7]1[S:19][CH2:26][CH2:27][O:28][CH2:29][CH3:30]. The yield is 0.547. (3) The reactants are C1COCC1.[CH3:6][N:7]1[CH:11]=[C:10]([CH3:12])[CH:9]=[N:8]1.[Li]CCCC.C(O[B:22]1[O:26][C:25]([CH3:28])([CH3:27])[C:24]([CH3:30])([CH3:29])[O:23]1)(C)C. The catalyst is [NH4+].[Cl-]. The product is [CH3:6][N:7]1[C:11]([B:22]2[O:26][C:25]([CH3:28])([CH3:27])[C:24]([CH3:30])([CH3:29])[O:23]2)=[C:10]([CH3:12])[CH:9]=[N:8]1. The yield is 0.780. (4) The reactants are [ClH:1].[Si:2]([O:19][CH2:20][C@@H:21]1[CH2:26][O:25][CH2:24][CH2:23][NH:22]1)([C:15]([CH3:18])([CH3:17])[CH3:16])([C:9]1[CH:14]=[CH:13][CH:12]=[CH:11][CH:10]=1)[C:3]1[CH:8]=[CH:7][CH:6]=[CH:5][CH:4]=1.[Si](OC[C@H]1COCCN1C(OC(C)(C)C)=O)(C(C)(C)C)(C1C=CC=CC=1)C1C=CC=CC=1. No catalyst specified. The product is [ClH:1].[Si:2]([O:19][CH2:20][C@H:21]1[CH2:26][O:25][CH2:24][CH2:23][NH:22]1)([C:15]([CH3:16])([CH3:17])[CH3:18])([C:9]1[CH:10]=[CH:11][CH:12]=[CH:13][CH:14]=1)[C:3]1[CH:8]=[CH:7][CH:6]=[CH:5][CH:4]=1. The yield is 0.770. (5) The reactants are Cl[C:2]1[CH:11]=[CH:10][N:9]=[C:8]2[C:3]=1[C:4]1[CH:16]=[CH:15][CH:14]=[CH:13][C:5]=1[C:6](=[O:12])[NH:7]2.[NH2:17][C:18]1[CH:23]=[CH:22][C:21]([NH:24]C2C=CC(NC(=O)C3C=CC=CC=3)=CC=2)=[C:20]([F:40])[CH:19]=1.CC(C1C=C(C(C)C)[C:47]([C:53]2[CH:58]=[CH:57][CH:56]=[CH:55][C:54]=2P(C2CCCCC2)C2CCCCC2)=C(C(C)C)C=1)C.CC([O-:79])(C)C.[Na+]. The catalyst is O1CCOCC1.CCOC(C)=O.O.CC([O-])=O.CC([O-])=O.[Pd+2]. The product is [F:40][C:20]1[CH:19]=[C:18]([NH:17][C:2]2[CH:11]=[CH:10][N:9]=[C:8]3[C:3]=2[C:4]2[CH:16]=[CH:15][CH:14]=[CH:13][C:5]=2[C:6](=[O:12])[NH:7]3)[CH:23]=[CH:22][C:21]=1[NH:24][C:47](=[O:79])[C:53]1[CH:54]=[CH:55][CH:56]=[CH:57][CH:58]=1. The yield is 0.160. (6) The reactants are [N+:1]([C:4]1[CH:5]=[C:6]([CH:10]=[C:11]([C:13]([F:16])([F:15])[F:14])[CH:12]=1)[C:7]([OH:9])=[O:8])([O-:3])=[O:2].[CH3:17]O. The product is [N+:1]([C:4]1[CH:5]=[C:6]([CH:10]=[C:11]([C:13]([F:14])([F:15])[F:16])[CH:12]=1)[C:7]([O:9][CH3:17])=[O:8])([O-:3])=[O:2]. The yield is 0.880. No catalyst specified.